This data is from Catalyst prediction with 721,799 reactions and 888 catalyst types from USPTO. The task is: Predict which catalyst facilitates the given reaction. (1) Reactant: [CH3:1][N:2]([CH2:4][C:5]1[CH:10]=[CH:9][C:8]([CH:11]2[CH:20]([C:21]3[N:25]([CH3:26])[N:24]=[CH:23][N:22]=3)[C:19](=O)[C:18]3[C:17]([C:28]([O:30]CC)=O)=[CH:16][CH:15]=[CH:14][C:13]=3[NH:12]2)=[CH:7][CH:6]=1)[CH3:3].O.[NH2:34][NH2:35]. Product: [CH3:1][N:2]([CH2:4][C:5]1[CH:6]=[CH:7][C:8]([CH:11]2[NH:12][C:13]3[C:18]4[C:19](=[N:34][NH:35][C:28](=[O:30])[C:17]=4[CH:16]=[CH:15][CH:14]=3)[CH:20]2[C:21]2[N:25]([CH3:26])[N:24]=[CH:23][N:22]=2)=[CH:9][CH:10]=1)[CH3:3]. The catalyst class is: 5. (2) Product: [N:15]1([CH2:4][CH2:3][C:2]#[C:7][C:2]2[CH:7]=[N:6][CH:5]=[C:4]([CH2:8][N:15]3[CH2:16][CH2:11][CH2:12][CH2:13][CH2:14]3)[CH:3]=2)[CH2:16][CH2:11][CH2:12][CH2:13][CH2:14]1. Reactant: Br[C:2]1[CH:3]=[C:4]([CH:8]=O)[CH:5]=[N:6][CH:7]=1.Br[C:11]1[CH:12]=[C:13](CO)[CH:14]=[N:15][CH:16]=1. The catalyst class is: 703. (3) Reactant: [CH3:1][C:2]([CH3:21])([CH3:20])[CH2:3][N:4]1[C:12]2[C:7](=[N:8][C:9]([CH2:13][CH2:14][CH2:15][C:16]#[N:17])=[CH:10][CH:11]=2)[N:6]([CH3:18])[C:5]1=[O:19]. Product: [NH2:17][CH2:16][CH2:15][CH2:14][CH2:13][C:9]1[N:8]=[C:7]2[N:6]([CH3:18])[C:5](=[O:19])[N:4]([CH2:3][C:2]([CH3:1])([CH3:20])[CH3:21])[C:12]2=[CH:11][CH:10]=1. The catalyst class is: 470.